This data is from Full USPTO retrosynthesis dataset with 1.9M reactions from patents (1976-2016). The task is: Predict the reactants needed to synthesize the given product. Given the product [CH3:1][O:5][C:6]([C:13]1[CH:12]=[C:11]2[C:16](=[CH:15][CH:14]=1)[N:8]([C:6]([O:5][C:1]([CH3:4])([CH3:3])[CH3:2])=[O:7])[CH2:9][CH2:10]2)=[O:7], predict the reactants needed to synthesize it. The reactants are: [C:1]([O:5][C:6]([N:8]1[C:16]2[C:11](=[CH:12][C:13](Br)=[CH:14][CH:15]=2)[CH2:10][CH2:9]1)=[O:7])([CH3:4])([CH3:3])[CH3:2].C(N(CCCC)CCCC)CCC.[C]=O.